This data is from Reaction yield outcomes from USPTO patents with 853,638 reactions. The task is: Predict the reaction yield, written as a fraction of the theoretical maximum amount of product (1.0 means a 100% yield; for example, 0.34 means a 34% yield). The reactants are C(OC([N:8]1[CH2:13][CH2:12][CH:11]([NH:14][C:15]2[CH:20]=[CH:19][CH:18]=[CH:17][C:16]=2[Cl:21])[CH2:10][CH2:9]1)=O)(C)(C)C.[ClH:22]. The catalyst is O1CCOCC1. The product is [ClH:21].[ClH:22].[Cl:21][C:16]1[CH:17]=[CH:18][CH:19]=[CH:20][C:15]=1[NH:14][CH:11]1[CH2:12][CH2:13][NH:8][CH2:9][CH2:10]1. The yield is 0.990.